Dataset: Full USPTO retrosynthesis dataset with 1.9M reactions from patents (1976-2016). Task: Predict the reactants needed to synthesize the given product. Given the product [Cl:1][C:2]1[CH:7]=[C:6]([O:8][CH3:9])[CH:5]=[CH:4][C:3]=1[C:10]1[CH:15]=[CH:14][N:13]=[C:12]([NH:34][CH:30]([CH2:31][CH2:32][CH3:33])[CH2:27][CH2:28][CH3:29])[C:11]=1[N+:24]([O-:26])=[O:25], predict the reactants needed to synthesize it. The reactants are: [Cl:1][C:2]1[CH:7]=[C:6]([O:8][CH3:9])[CH:5]=[CH:4][C:3]=1[C:10]1[CH:15]=[CH:14][N:13]=[C:12](OS(C(F)(F)F)(=O)=O)[C:11]=1[N+:24]([O-:26])=[O:25].[CH2:27]([CH:30]([NH2:34])[CH2:31][CH2:32][CH3:33])[CH2:28][CH3:29].